Predict which catalyst facilitates the given reaction. From a dataset of Catalyst prediction with 721,799 reactions and 888 catalyst types from USPTO. (1) Reactant: C(OCCCCCCCCC(O)=O)(C1C=CC=CC=1)(C1C=CC=CC=1)C1C=CC=CC=1.[OH-].[Na+].C[O:35][C:36](=[O:68])[CH2:37][CH2:38][CH2:39][CH2:40][CH2:41][CH2:42][CH2:43][CH2:44][CH2:45][CH2:46][CH2:47][O:48][C:49]([C:62]1[CH:67]=[CH:66][CH:65]=[CH:64][CH:63]=1)([C:56]1[CH:61]=[CH:60][CH:59]=[CH:58][CH:57]=1)[C:50]1[CH:55]=[CH:54][CH:53]=[CH:52][CH:51]=1. Product: [C:49]([O:48][CH2:47][CH2:46][CH2:45][CH2:44][CH2:43][CH2:42][CH2:41][CH2:40][CH2:39][CH2:38][CH2:37][C:36]([OH:68])=[O:35])([C:56]1[CH:57]=[CH:58][CH:59]=[CH:60][CH:61]=1)([C:62]1[CH:67]=[CH:66][CH:65]=[CH:64][CH:63]=1)[C:50]1[CH:51]=[CH:52][CH:53]=[CH:54][CH:55]=1. The catalyst class is: 1. (2) Reactant: S(Cl)([Cl:3])=O.[F:5][C:6]1[CH:11]=[CH:10][C:9]([O:12][C:13]2[CH:18]=[CH:17][CH:16]=[CH:15][CH:14]=2)=[CH:8][C:7]=1[C:19]([OH:21])=O. Product: [F:5][C:6]1[CH:11]=[CH:10][C:9]([O:12][C:13]2[CH:18]=[CH:17][CH:16]=[CH:15][CH:14]=2)=[CH:8][C:7]=1[C:19]([Cl:3])=[O:21]. The catalyst class is: 11. (3) Reactant: [Cl:1][C:2]1[CH:3]=[C:4]([CH:8]([OH:19])[CH2:9][O:10][C:11]2[CH:18]=[CH:17][C:14]([CH:15]=O)=[CH:13][CH:12]=2)[CH:5]=[CH:6][CH:7]=1.[S:20]1[CH2:24][C:23](=[O:25])[NH:22][C:21]1=[O:26].N1CCCCC1. Product: [Cl:1][C:2]1[CH:3]=[C:4]([CH:8]([OH:19])[CH2:9][O:10][C:11]2[CH:18]=[CH:17][C:14]([CH:15]=[C:24]3[S:20][C:21](=[O:26])[NH:22][C:23]3=[O:25])=[CH:13][CH:12]=2)[CH:5]=[CH:6][CH:7]=1. The catalyst class is: 14. (4) Product: [CH2:39]([C:36]1[CH:35]=[N:34][C:12]([N:9]2[CH2:8][CH2:7][CH:6]([C@H:4]3[CH2:5][C@H:3]3[CH2:2][OH:1])[CH2:11][CH2:10]2)=[N:38][CH:37]=1)[CH3:40]. The catalyst class is: 4. Reactant: [OH:1][CH2:2][C@@H:3]1[CH2:5][C@@H:4]1[CH:6]1[CH2:11][CH2:10][N:9]([C:12](OC(C)(C)C)=O)[CH2:8][CH2:7]1.FC(F)(F)C(O)=O.C(=O)([O-])[O-].[Cs+].[Cs+].ClC1[N:38]=[CH:37][C:36]([CH2:39][CH3:40])=[CH:35][N:34]=1. (5) Reactant: FC(F)(F)C(O)=O.[CH3:8][N:9]([CH2:11][C:12]1[CH:17]=[CH:16][C:15]([C:18]2(O)[CH2:23][CH2:22][N:21](C(OC(C)(C)C)=O)[CH2:20][CH2:19]2)=[CH:14][CH:13]=1)[CH3:10].S(=O)(=O)(O)O. Product: [CH3:8][N:9]([CH3:10])[CH2:11][C:12]1[CH:13]=[CH:14][C:15]([C:18]2[CH2:23][CH2:22][NH:21][CH2:20][CH:19]=2)=[CH:16][CH:17]=1. The catalyst class is: 4. (6) Reactant: [Cl:1][C:2]1[CH:3]=[C:4]([CH2:12][O:13][C:14]2[C:22]([F:23])=[CH:21][C:17]([C:18](O)=[O:19])=[C:16]([F:24])[CH:15]=2)[CH:5]=[N:6][C:7]=1[O:8][CH:9]([CH3:11])[CH3:10].C(N(C(C)C)C(C)C)C.[CH3:34][N:35]([CH3:40])[S:36]([NH2:39])(=[O:38])=[O:37]. Product: [Cl:1][C:2]1[CH:3]=[C:4]([CH2:12][O:13][C:14]2[C:22]([F:23])=[CH:21][C:17]([C:18]([NH:39][S:36]([N:35]([CH3:40])[CH3:34])(=[O:38])=[O:37])=[O:19])=[C:16]([F:24])[CH:15]=2)[CH:5]=[N:6][C:7]=1[O:8][CH:9]([CH3:11])[CH3:10]. The catalyst class is: 64.